Dataset: Forward reaction prediction with 1.9M reactions from USPTO patents (1976-2016). Task: Predict the product of the given reaction. Given the reactants [Br:1][C:2]1[CH:3]=[C:4]([N+:9]([O-])=O)[C:5]([CH3:8])=[N:6][CH:7]=1.Cl, predict the reaction product. The product is: [Br:1][C:2]1[CH:3]=[C:4]([NH2:9])[C:5]([CH3:8])=[N:6][CH:7]=1.